Predict the reaction yield, written as a fraction of the theoretical maximum amount of product (1.0 means a 100% yield; for example, 0.34 means a 34% yield). From a dataset of Reaction yield outcomes from USPTO patents with 853,638 reactions. (1) The yield is 0.990. The reactants are [C:1]([C:9]1[C:13]2[CH:14]=[CH:15][CH:16]=[CH:17][C:12]=2[O:11][C:10]=1[C:18]1[CH:19]=[C:20]2[C:25](=[CH:26][CH:27]=1)[C:24]([Br:28])=[C:23]([O:29][CH2:30][C:31]#[N:32])[CH:22]=[CH:21]2)(=[O:8])[C:2]1[CH:7]=[CH:6][CH:5]=[CH:4][CH:3]=1.[N-:33]=[N+:34]=[N-:35].[Na+].[NH4+].[Cl-]. The catalyst is CN(C=O)C. The product is [Br:28][C:24]1[C:23]([O:29][CH2:30][C:31]2[NH:35][N:34]=[N:33][N:32]=2)=[CH:22][CH:21]=[C:20]2[C:25]=1[CH:26]=[CH:27][C:18]([C:10]1[O:11][C:12]3[CH:17]=[CH:16][CH:15]=[CH:14][C:13]=3[C:9]=1[C:1]([C:2]1[CH:3]=[CH:4][CH:5]=[CH:6][CH:7]=1)=[O:8])=[CH:19]2. (2) The reactants are Cl[C:2]1[CH:3]=[C:4]([NH:10][C:11]2[N:12]=[N:13][C:14]([CH:17]3[CH2:22][CH2:21][N:20]([CH3:23])[CH2:19][CH2:18]3)=[CH:15][CH:16]=2)[C:5](=[O:9])[N:6]([CH3:8])[N:7]=1.C([O:27][CH2:28][C:29]1[C:34]([N:35]2[N:44]=[CH:43][C:42]3[C:37](=[C:38]([F:49])[CH:39]=[C:40]([C:45]([CH3:48])([CH3:47])[CH3:46])[CH:41]=3)[C:36]2=[O:50])=[CH:33][CH:32]=[CH:31][C:30]=1[B-](F)(F)F)(=O)C.[K+].CC(C1C=C(C(C)C)C(C2C=CC=CC=2P(C2CCCCC2)C2CCCCC2)=C(C(C)C)C=1)C.[O-]P([O-])([O-])=O.[K+].[K+].[K+].[OH-].[Na+]. The catalyst is O.C1C=CC(/C=C/C(/C=C/C2C=CC=CC=2)=O)=CC=1.C1C=CC(/C=C/C(/C=C/C2C=CC=CC=2)=O)=CC=1.[Pd].CCCCO. The product is [C:45]([C:40]1[CH:41]=[C:42]2[C:37](=[C:38]([F:49])[CH:39]=1)[C:36](=[O:50])[N:35]([C:34]1[CH:33]=[CH:32][CH:31]=[C:30]([C:2]3[CH:3]=[C:4]([NH:10][C:11]4[N:12]=[N:13][C:14]([CH:17]5[CH2:22][CH2:21][N:20]([CH3:23])[CH2:19][CH2:18]5)=[CH:15][CH:16]=4)[C:5](=[O:9])[N:6]([CH3:8])[N:7]=3)[C:29]=1[CH2:28][OH:27])[N:44]=[CH:43]2)([CH3:48])([CH3:46])[CH3:47]. The yield is 0.200. (3) The reactants are [CH:1]([N:4]1[CH2:14][CH:13]2[CH2:15][CH:6]([C:7]3[C:12]2=[CH:11][C:10]([NH2:16])=[CH:9][CH:8]=3)[CH2:5]1)([CH3:3])[CH3:2].Cl[C:18]1[N:23]=[C:22]([NH:24][C:25]2[CH:30]=[CH:29][CH:28]=[CH:27][C:26]=2[S:31]([NH:34][CH3:35])(=[O:33])=[O:32])[C:21]([Cl:36])=[CH:20][N:19]=1.Cl.O1CCOCC1.[Na]. The catalyst is O. The product is [Cl:36][C:21]1[C:22]([NH:24][C:25]2[CH:30]=[CH:29][CH:28]=[CH:27][C:26]=2[S:31]([NH:34][CH3:35])(=[O:33])=[O:32])=[N:23][C:18]([NH:16][C:10]2[CH:11]=[C:12]3[C:7](=[CH:8][CH:9]=2)[CH:6]2[CH2:15][CH:13]3[CH2:14][N:4]([CH:1]([CH3:3])[CH3:2])[CH2:5]2)=[N:19][CH:20]=1. The yield is 0.200. (4) The reactants are [CH2:1]([N:3]1[CH2:8][CH2:7][CH2:6][CH2:5][CH:4]1[C:9]1[CH:14]=[CH:13][C:12]([C:15]2[CH:37]=[N:36][C:18]3[N:19](COCC[Si](C)(C)C)[C:20]4[CH:25]=[N:24][C:23]([C:26]#[N:27])=[CH:22][C:21]=4[C:17]=3[CH:16]=2)=[CH:11][CH:10]=1)[CH3:2].CCCC[N+](CCCC)(CCCC)CCCC.[F-]. No catalyst specified. The product is [CH2:1]([N:3]1[CH2:8][CH2:7][CH2:6][CH2:5][CH:4]1[C:9]1[CH:14]=[CH:13][C:12]([C:15]2[CH:37]=[N:36][C:18]3[NH:19][C:20]4[CH:25]=[N:24][C:23]([C:26]#[N:27])=[CH:22][C:21]=4[C:17]=3[CH:16]=2)=[CH:11][CH:10]=1)[CH3:2]. The yield is 0.200. (5) The reactants are I[C:2]1[C:10]2[C:9]([S:11][CH3:12])=[N:8][CH:7]=[N:6][C:5]=2[N:4]([C@@H:13]2[O:19][C@H:18]([CH2:20][OH:21])[C@@H:16]([OH:17])[C@H:14]2[OH:15])[CH:3]=1.[O:22]1[CH:26]=[CH:25][CH:24]=[C:23]1B(O)O.C([O-])([O-])=O.[Na+].[Na+].C1C=C(S([O-])(=O)=O)C=C(P(C2C=CC=C(S([O-])(=O)=O)C=2)C2C=CC=C(S([O-])(=O)=O)C=2)C=1.[Na+].[Na+].[Na+].Cl. The catalyst is O.CC#N.CC([O-])=O.CC([O-])=O.[Pd+2]. The product is [O:22]1[CH:26]=[CH:25][CH:24]=[C:23]1[C:2]1[C:10]2[C:9]([S:11][CH3:12])=[N:8][CH:7]=[N:6][C:5]=2[N:4]([C@@H:13]2[O:19][C@H:18]([CH2:20][OH:21])[C@@H:16]([OH:17])[C@H:14]2[OH:15])[CH:3]=1. The yield is 0.460. (6) The reactants are [Br-].[N+:2]([C:5]1[CH:30]=[CH:29][C:8]([CH2:9][P+](C2C=CC=CC=2)(C2C=CC=CC=2)C2C=CC=CC=2)=[CH:7][CH:6]=1)([O-:4])=[O:3].[F:31][C:32]1[CH:39]=[CH:38][CH:37]=[C:36]([F:40])[C:33]=1[CH:34]=O.[OH-].[Na+]. The catalyst is C(Cl)Cl. The product is [F:31][C:32]1[CH:39]=[CH:38][CH:37]=[C:36]([F:40])[C:33]=1/[CH:34]=[CH:9]/[C:8]1[CH:7]=[CH:6][C:5]([N+:2]([O-:4])=[O:3])=[CH:30][CH:29]=1. The yield is 0.690. (7) The reactants are [Br:1][C:2]1[C:6]2[CH:7]=[C:8]([CH2:11]O)[CH:9]=[CH:10][C:5]=2[S:4][CH:3]=1.P(Br)(Br)[Br:14].O. The catalyst is C(Cl)Cl.CN(C=O)C. The product is [Br:1][C:2]1[C:6]2[CH:7]=[C:8]([CH2:11][Br:14])[CH:9]=[CH:10][C:5]=2[S:4][CH:3]=1. The yield is 0.870. (8) The reactants are [NH2:1][C:2]1[S:3][CH:4]=[N:5][N:6]=1.[CH2:7]([C:13]1[CH:18]=[CH:17][C:16]([S:19](Cl)(=[O:21])=[O:20])=[CH:15][CH:14]=1)[CH2:8][CH2:9][CH2:10][CH2:11][CH3:12].O. The catalyst is N1C=CC=CC=1. The product is [CH2:7]([C:13]1[CH:14]=[CH:15][C:16]([S:19]([NH:1][C:2]2[S:3][CH:4]=[N:5][N:6]=2)(=[O:21])=[O:20])=[CH:17][CH:18]=1)[CH2:8][CH2:9][CH2:10][CH2:11][CH3:12]. The yield is 0.580.